Dataset: Catalyst prediction with 721,799 reactions and 888 catalyst types from USPTO. Task: Predict which catalyst facilitates the given reaction. Reactant: Cl[C:2]1[N:11]=[C:10]2[C:5]([C:6](=[O:23])[C:7]([C:20]([OH:22])=[O:21])=[CH:8][N:9]2[C:12]2[CH:17]=[CH:16][C:15]([F:18])=[CH:14][C:13]=2[F:19])=[CH:4][C:3]=1[F:24].FC(F)(F)C([O-])=O.FC(F)(F)C(O)=O.[Cl:39][C:40]1[CH:45]=[CH:44][C:43]([C:46]2[C@@H:50]3[CH2:51][NH:52][CH2:53][C@@H:49]3[O:48][N:47]=2)=[CH:42][CH:41]=1.C(N(CC)CC)C. Product: [Cl:39][C:40]1[CH:41]=[CH:42][C:43]([C:46]2[CH:50]3[CH2:51][N:52]([C:2]4[N:11]=[C:10]5[C:5]([C:6](=[O:23])[C:7]([C:20]([OH:22])=[O:21])=[CH:8][N:9]5[C:12]5[CH:17]=[CH:16][C:15]([F:18])=[CH:14][C:13]=5[F:19])=[CH:4][C:3]=4[F:24])[CH2:53][CH:49]3[O:48][N:47]=2)=[CH:44][CH:45]=1. The catalyst class is: 10.